This data is from Forward reaction prediction with 1.9M reactions from USPTO patents (1976-2016). The task is: Predict the product of the given reaction. (1) Given the reactants [CH3:1][C:2]1[N:7]=[C:6]([O:8][C:9]2[CH:10]=[C:11]([CH:21]=[CH:22][CH:23]=2)[CH2:12]P(=O)(OCC)OCC)[CH:5]=[CH:4][CH:3]=1.[H-].[Na+].[C:26]([O:30][C:31]([N:33]1[CH2:38][CH2:37][C:36](=O)[CH2:35][CH2:34]1)=[O:32])([CH3:29])([CH3:28])[CH3:27].O, predict the reaction product. The product is: [CH3:1][C:2]1[N:7]=[C:6]([O:8][C:9]2[CH:10]=[C:11]([CH:21]=[CH:22][CH:23]=2)[CH:12]=[C:36]2[CH2:37][CH2:38][N:33]([C:31]([O:30][C:26]([CH3:29])([CH3:28])[CH3:27])=[O:32])[CH2:34][CH2:35]2)[CH:5]=[CH:4][CH:3]=1. (2) Given the reactants FC(F)(F)C(O)=O.[CH3:8][N:9]([CH2:32][CH2:33][NH:34][CH3:35])[C:10]([C:12]1[CH:13]=[C:14]2[C:22](=[CH:23][CH:24]=1)[N:21]([CH3:25])[C:20]1[CH2:19][CH2:18][CH:17]([CH:26]3[CH2:31][CH2:30][O:29][CH2:28][CH2:27]3)[CH2:16][C:15]2=1)=[O:11].C(N(CC)C(C)C)(C)C.[CH:45]1([C:48](Cl)=[O:49])[CH2:47][CH2:46]1, predict the reaction product. The product is: [CH:45]1([C:48]([N:34]([CH3:35])[CH2:33][CH2:32][N:9]([CH3:8])[C:10]([C:12]2[CH:13]=[C:14]3[C:22](=[CH:23][CH:24]=2)[N:21]([CH3:25])[C:20]2[CH2:19][CH2:18][CH:17]([CH:26]4[CH2:27][CH2:28][O:29][CH2:30][CH2:31]4)[CH2:16][C:15]3=2)=[O:11])=[O:49])[CH2:47][CH2:46]1. (3) Given the reactants Cl.[NH2:2][CH:3]([C:9]([O:11][CH2:12][CH3:13])=[O:10])[C:4]([O:6][CH2:7][CH3:8])=[O:5].C(N(CC)CC)C.[C:21](OC(=O)C)(=[O:23])[CH3:22], predict the reaction product. The product is: [C:21]([NH:2][CH:3]([C:4]([O:6][CH2:7][CH3:8])=[O:5])[C:9]([O:11][CH2:12][CH3:13])=[O:10])(=[O:23])[CH3:22]. (4) Given the reactants ClCCl.[Cl:4][C:5]1[CH:6]=[C:7]([CH:12]2[C:16]([OH:17])=[C:15]([C:18]([CH3:20])=[O:19])[CH:14]([CH3:21])[S:13]2)[CH:8]=[CH:9][C:10]=1[Cl:11].S(Cl)(Cl)(=O)=O.O, predict the reaction product. The product is: [Cl:4][C:5]1[CH:6]=[C:7]([C:12]2[S:13][C:14]([CH3:21])=[C:15]([C:18]([CH3:20])=[O:19])[C:16]=2[OH:17])[CH:8]=[CH:9][C:10]=1[Cl:11].